Dataset: Peptide-MHC class II binding affinity with 134,281 pairs from IEDB. Task: Regression. Given a peptide amino acid sequence and an MHC pseudo amino acid sequence, predict their binding affinity value. This is MHC class II binding data. (1) The peptide sequence is MWDPDVYLAFSGHRN. The MHC is HLA-DPA10103-DPB10401 with pseudo-sequence HLA-DPA10103-DPB10401. The binding affinity (normalized) is 0.149. (2) The peptide sequence is KTSIGLLCVTASSAL. The MHC is DRB1_0701 with pseudo-sequence DRB1_0701. The binding affinity (normalized) is 0.814. (3) The peptide sequence is EKKYFAPTQFEPLAA. The MHC is HLA-DPA10201-DPB11401 with pseudo-sequence HLA-DPA10201-DPB11401. The binding affinity (normalized) is 0.664.